Dataset: Full USPTO retrosynthesis dataset with 1.9M reactions from patents (1976-2016). Task: Predict the reactants needed to synthesize the given product. Given the product [Cl:1][C:2]1[CH:7]=[CH:6][C:5]([C:8]#[C:9][C:10]2[CH:17]=[CH:16][C:13]([CH2:14][NH:18][C:19]3[CH:31]=[CH:30][C:22]4[O:23][C:24]([CH3:28])([CH3:29])[O:25][C:26](=[O:27])[C:21]=4[CH:20]=3)=[CH:12][CH:11]=2)=[CH:4][CH:3]=1, predict the reactants needed to synthesize it. The reactants are: [Cl:1][C:2]1[CH:7]=[CH:6][C:5]([C:8]#[C:9][C:10]2[CH:17]=[CH:16][C:13]([CH:14]=O)=[CH:12][CH:11]=2)=[CH:4][CH:3]=1.[NH2:18][C:19]1[CH:31]=[CH:30][C:22]2[O:23][C:24]([CH3:29])([CH3:28])[O:25][C:26](=[O:27])[C:21]=2[CH:20]=1.